This data is from Forward reaction prediction with 1.9M reactions from USPTO patents (1976-2016). The task is: Predict the product of the given reaction. (1) Given the reactants [CH2:1]([C:3]([CH2:14][CH3:15])([C:7]1[CH:12]=[CH:11][CH:10]=[CH:9][C:8]=1[OH:13])[C:4]([NH2:6])=[O:5])[CH3:2].C(=O)([O-])[O-].[K+].[K+].[CH2:22](Br)[C:23]1[CH:28]=[CH:27][CH:26]=[CH:25][CH:24]=1, predict the reaction product. The product is: [CH2:14]([C:3]([CH2:1][CH3:2])([C:7]1[CH:12]=[CH:11][CH:10]=[CH:9][C:8]=1[O:13][CH2:22][C:23]1[CH:28]=[CH:27][CH:26]=[CH:25][CH:24]=1)[C:4]([NH2:6])=[O:5])[CH3:15]. (2) Given the reactants Cl.[CH3:2][C:3]1[N:4]([NH2:16])[C:5]2[C:14]3[CH:13]=[CH:12][CH:11]=[CH:10][C:9]=3[N:8]=[CH:7][C:6]=2[N:15]=1.[C:17]1(C)[CH:22]=CC(S(O)(=O)=O)=C[CH:18]=1.O.CO, predict the reaction product. The product is: [C:17](=[N:16][N:4]1[C:5]2[C:14]3[CH:13]=[CH:12][CH:11]=[CH:10][C:9]=3[N:8]=[CH:7][C:6]=2[N:15]=[C:3]1[CH3:2])([CH3:22])[CH3:18]. (3) Given the reactants C(OC(=O)[NH:7][C@H:8]1[C@H:17]([O:18][CH3:19])[CH2:16][C:15]2[C:10](=[CH:11][C:12]([C:20](=[O:22])[NH2:21])=[CH:13][CH:14]=2)[C:9]1([CH3:24])[CH3:23])(C)(C)C.[ClH:26].O1CCOCC1, predict the reaction product. The product is: [ClH:26].[NH2:7][CH:8]1[C:9]([CH3:24])([CH3:23])[C:10]2[CH:11]=[C:12]([C:20]([NH2:21])=[O:22])[CH:13]=[CH:14][C:15]=2[CH2:16][CH:17]1[O:18][CH3:19].